Dataset: HIV replication inhibition screening data with 41,000+ compounds from the AIDS Antiviral Screen. Task: Binary Classification. Given a drug SMILES string, predict its activity (active/inactive) in a high-throughput screening assay against a specified biological target. The result is 0 (inactive). The compound is O=C(Nc1ccc(-c2ccccn2)oc1=O)c1ccccc1.